This data is from Reaction yield outcomes from USPTO patents with 853,638 reactions. The task is: Predict the reaction yield, written as a fraction of the theoretical maximum amount of product (1.0 means a 100% yield; for example, 0.34 means a 34% yield). The reactants are Br[C:2]1[CH:7]=[CH:6][N:5]2[N:8]=[CH:9][C:10]([C:11]#[N:12])=[C:4]2[CH:3]=1.[Cl:13][C:14]1[C:19]([NH:20][S:21]([C:24]2[CH:29]=[CH:28][C:27]([F:30])=[CH:26][C:25]=2[F:31])(=[O:23])=[O:22])=[CH:18][C:17](B2OC(C)(C)C(C)(C)O2)=[CH:16][N:15]=1.CC([O-])=O.[K+].C(Cl)Cl. The catalyst is O1CCOCC1.C1C=CC(P(C2C=CC=CC=2)[C-]2C=CC=C2)=CC=1.C1C=CC(P(C2C=CC=CC=2)[C-]2C=CC=C2)=CC=1.Cl[Pd]Cl.[Fe+2].O. The product is [Cl:13][C:14]1[C:19]([NH:20][S:21]([C:24]2[CH:29]=[CH:28][C:27]([F:30])=[CH:26][C:25]=2[F:31])(=[O:23])=[O:22])=[CH:18][C:17]([C:2]2[CH:7]=[CH:6][N:5]3[N:8]=[CH:9][C:10]([C:11]#[N:12])=[C:4]3[CH:3]=2)=[CH:16][N:15]=1. The yield is 0.590.